Dataset: Reaction yield outcomes from USPTO patents with 853,638 reactions. Task: Predict the reaction yield, written as a fraction of the theoretical maximum amount of product (1.0 means a 100% yield; for example, 0.34 means a 34% yield). (1) The reactants are [F:1][C:2]1[C:10]([O:11][C:12]2[C:21]3[C:16](=[CH:17][C:18]([O:24][CH2:25][C@@H:26]4[CH2:30][CH2:29][CH2:28][NH:27]4)=[C:19]([O:22][CH3:23])[CH:20]=3)[N:15]=[CH:14][N:13]=2)=[CH:9][CH:8]=[C:7]2[C:3]=1[CH:4]=[C:5]([CH3:31])[NH:6]2.ClC(Cl)(Cl)[C:34]([N:36]=C=O)=[O:35]. The catalyst is N1C=CC=CC=1. The product is [C:34]([N:27]1[CH2:28][CH2:29][CH2:30][C@H:26]1[CH2:25][O:24][C:18]1[CH:17]=[C:16]2[C:21]([C:12]([O:11][C:10]3[C:2]([F:1])=[C:3]4[C:7](=[CH:8][CH:9]=3)[NH:6][C:5]([CH3:31])=[CH:4]4)=[N:13][CH:14]=[N:15]2)=[CH:20][C:19]=1[O:22][CH3:23])(=[O:35])[NH2:36]. The yield is 0.690. (2) The reactants are [CH3:1][O:2][NH:3][C:4]([C:6]1[CH:22]=[CH:21][C:9]([CH2:10][NH:11][C:12](=[O:20])[O:13][CH2:14][C:15]2[S:16][CH:17]=[CH:18][CH:19]=2)=[CH:8][CH:7]=1)=[O:5].[CH3:23][CH2:24][O:25][C:26]([CH2:28]Br)=[O:27].C(=O)([O-])[O-].[K+].[K+]. The catalyst is CN(C=O)C.C(OCC)(=O)C. The product is [CH2:24]([O:25][C:26](=[O:27])[CH2:28][N:3]([O:2][CH3:1])[C:4](=[O:5])[C:6]1[CH:7]=[CH:8][C:9]([CH2:10][NH:11][C:12]([O:13][CH2:14][C:15]2[S:16][CH:17]=[CH:18][CH:19]=2)=[O:20])=[CH:21][CH:22]=1)[CH3:23]. The yield is 0.787. (3) The reactants are [C:1]1([C:7]2[CH:8]=[C:9]([C:16]([OH:18])=O)[S:10][C:11]=2[C:12]([F:15])([F:14])[F:13])[CH:6]=[CH:5][CH:4]=[CH:3][CH:2]=1.C(Cl)(=O)C(Cl)=O.[C:25]([C:29]1[CH:38]=[CH:37][C:32]([C:33](=[N:35]O)[NH2:34])=[CH:31][CH:30]=1)([O:27][CH3:28])=[O:26]. The catalyst is C(Cl)Cl.CN(C=O)C. The product is [C:25]([C:29]1[CH:38]=[CH:37][C:32]([C:33]2[N:34]=[C:16]([C:9]3[S:10][C:11]([C:12]([F:13])([F:14])[F:15])=[C:7]([C:1]4[CH:2]=[CH:3][CH:4]=[CH:5][CH:6]=4)[CH:8]=3)[O:18][N:35]=2)=[CH:31][CH:30]=1)([O:27][CH3:28])=[O:26]. The yield is 0.650. (4) The reactants are [H-].[Na+].[C:3]1([S:9]([C:12]2[CH:21]=[CH:20][C:15]3[NH:16][CH2:17][CH2:18][O:19][C:14]=3[CH:13]=2)(=[O:11])=[O:10])[CH:8]=[CH:7][CH:6]=[CH:5][CH:4]=1.[CH2:22]([N:29]1[CH2:33][CH2:32][CH:31](OS(C)(=O)=O)[CH2:30]1)[C:23]1[CH:28]=[CH:27][CH:26]=[CH:25][CH:24]=1.O. The product is [C:3]1([S:9]([C:12]2[CH:21]=[CH:20][C:15]3[N:16]([CH:31]4[CH2:32][CH2:33][N:29]([CH2:22][C:23]5[CH:28]=[CH:27][CH:26]=[CH:25][CH:24]=5)[CH2:30]4)[CH2:17][CH2:18][O:19][C:14]=3[CH:13]=2)(=[O:11])=[O:10])[CH:8]=[CH:7][CH:6]=[CH:5][CH:4]=1. The yield is 0.400. The catalyst is CN(C)C=O. (5) The reactants are [F:1][C:2]1[CH:7]=[CH:6][CH:5]=[CH:4][C:3]=1[C:8](=O)[CH2:9][C:10](=O)[C:11]([F:14])([F:13])[F:12].FCC(C1C=CC=CC=1)=O.[NH2:27][C:28]1[C:32]([C:33]#[N:34])=[CH:31][NH:30][N:29]=1. No catalyst specified. The product is [F:1][C:2]1[CH:7]=[CH:6][CH:5]=[CH:4][C:3]=1[C:8]1[CH:9]=[C:10]([C:11]([F:14])([F:13])[F:12])[N:29]2[N:30]=[CH:31][C:32]([C:33]#[N:34])=[C:28]2[N:27]=1. The yield is 0.270. (6) The reactants are [H-].C([Al+]CC(C)C)C(C)C.C[O:12][C:13](=O)[C:14]1[CH:19]=[C:18]([O:20][CH3:21])[C:17]([O:22][CH3:23])=[CH:16][C:15]=1[CH:24]([CH3:32])[CH2:25][C:26]1[CH:31]=[CH:30][CH:29]=[CH:28][CH:27]=1. The catalyst is C1COCC1. The product is [CH3:23][O:22][C:17]1[C:18]([O:20][CH3:21])=[CH:19][C:14]([CH2:13][OH:12])=[C:15]([CH:24]([CH3:32])[CH2:25][C:26]2[CH:31]=[CH:30][CH:29]=[CH:28][CH:27]=2)[CH:16]=1. The yield is 0.480.